From a dataset of Catalyst prediction with 721,799 reactions and 888 catalyst types from USPTO. Predict which catalyst facilitates the given reaction. Reactant: [CH2:1]([O:3][CH2:4][CH2:5][C:6](=O)[CH2:7][C:8]([O:10][CH2:11][CH3:12])=[O:9])[CH3:2].C([O-])(=O)C.[NH4+:18]. Product: [NH2:18][C:6]([CH2:5][CH2:4][O:3][CH2:1][CH3:2])=[CH:7][C:8]([O:10][CH2:11][CH3:12])=[O:9]. The catalyst class is: 5.